From a dataset of Catalyst prediction with 721,799 reactions and 888 catalyst types from USPTO. Predict which catalyst facilitates the given reaction. (1) Reactant: [NH2:1][C:2]1[CH:7]=[CH:6][C:5]([C:8]([C:23]2[CH:28]=[CH:27][C:26]([NH2:29])=[CH:25][CH:24]=2)([C:16]2[CH:21]=[CH:20][C:19]([NH2:22])=[CH:18][CH:17]=2)[C:9]2[CH:14]=[CH:13][C:12]([NH2:15])=[CH:11][CH:10]=2)=[CH:4][CH:3]=1.[N:30]1[C:37](Cl)=[N:36][C:34]([Cl:35])=[N:33][C:31]=1[Cl:32].C([O-])([O-])=O.[Na+].[Na+].O. The catalyst class is: 21. Product: [Cl:35][C:34]1[N:33]=[C:31]([Cl:32])[N:30]=[C:37]([NH:1][C:2]2[CH:3]=[CH:4][C:5]([C:8]([C:16]3[CH:21]=[CH:20][C:19]([NH:22][C:37]4[N:36]=[C:34]([Cl:35])[N:33]=[C:31]([Cl:32])[N:30]=4)=[CH:18][CH:17]=3)([C:23]3[CH:28]=[CH:27][C:26]([NH:29][C:37]4[N:36]=[C:34]([Cl:35])[N:33]=[C:31]([Cl:32])[N:30]=4)=[CH:25][CH:24]=3)[C:9]3[CH:10]=[CH:11][C:12]([NH:15][C:37]4[N:36]=[C:34]([Cl:35])[N:33]=[C:31]([Cl:32])[N:30]=4)=[CH:13][CH:14]=3)=[CH:6][CH:7]=2)[N:36]=1. (2) Reactant: [Br:1][C:2]1[C:3]([O:19][CH2:20][C:21]2[CH:26]=[CH:25][CH:24]=[CH:23][CH:22]=2)=[CH:4][C:5]([O:11][CH2:12][C:13]2[CH:18]=[CH:17][CH:16]=[CH:15][CH:14]=2)=[C:6]([CH:10]=1)[C:7](Cl)=[O:8].[NH2:27][C:28]1[C:29]([CH3:34])=[CH:30][CH:31]=[CH:32][CH:33]=1.N1C=CC=CC=1. Product: [Br:1][C:2]1[C:3]([O:19][CH2:20][C:21]2[CH:26]=[CH:25][CH:24]=[CH:23][CH:22]=2)=[CH:4][C:5]([O:11][CH2:12][C:13]2[CH:18]=[CH:17][CH:16]=[CH:15][CH:14]=2)=[C:6]([CH:10]=1)[C:7]([NH:27][C:28]1[CH:33]=[CH:32][CH:31]=[CH:30][C:29]=1[CH3:34])=[O:8]. The catalyst class is: 4. (3) Product: [CH:22]([O:25][C:26]1[CH:34]=[CH:33][C:29]([C:30]([N:19]2[CH2:20][CH2:21][C:5]3([N:4]([CH3:3])[CH2:9][CH2:8][N:7]4[C:10]([C:13]([F:14])([F:15])[F:16])=[CH:11][CH:12]=[C:6]34)[CH2:17][CH2:18]2)=[O:31])=[CH:28][C:27]=1[O:35][CH3:36])([CH3:24])[CH3:23]. Reactant: Cl.Cl.[CH3:3][N:4]1[CH2:9][CH2:8][N:7]2[C:10]([C:13]([F:16])([F:15])[F:14])=[CH:11][CH:12]=[C:6]2[C:5]21[CH2:21][CH2:20][NH:19][CH2:18][CH2:17]2.[CH:22]([O:25][C:26]1[CH:34]=[CH:33][C:29]([C:30](O)=[O:31])=[CH:28][C:27]=1[O:35][CH3:36])([CH3:24])[CH3:23].CN(C(ON1N=NC2C=CC=NC1=2)=[N+](C)C)C.F[P-](F)(F)(F)(F)F.CCN(CC)CC. The catalyst class is: 3. (4) Reactant: [NH2:1][C:2]1[CH:7]=[CH:6][C:5]([Cl:8])=[CH:4][C:3]=1[C:9]([C:11]1[CH:12]=[N:13][CH:14]=[CH:15][CH:16]=1)=[O:10].[Br:17][C:18]1[CH:23]=[CH:22][C:21]([S:24](Cl)(=[O:26])=[O:25])=[CH:20][C:19]=1[F:28]. Product: [Br:17][C:18]1[CH:23]=[CH:22][C:21]([S:24]([NH:1][C:2]2[CH:7]=[CH:6][C:5]([Cl:8])=[CH:4][C:3]=2[C:9]([C:11]2[CH:12]=[N:13][CH:14]=[CH:15][CH:16]=2)=[O:10])(=[O:26])=[O:25])=[CH:20][C:19]=1[F:28]. The catalyst class is: 17.